Dataset: Reaction yield outcomes from USPTO patents with 853,638 reactions. Task: Predict the reaction yield, written as a fraction of the theoretical maximum amount of product (1.0 means a 100% yield; for example, 0.34 means a 34% yield). (1) The reactants are Br[C:2]1[CH:7]=[CH:6][CH:5]=[CH:4][C:3]=1[N+:8]([O-:10])=[O:9].[CH3:11][C@H:12]1[CH2:17][NH:16][CH2:15][CH2:14][NH:13]1.C([O-])([O-])=O.[K+].[K+]. The catalyst is O1CCOCC1. The product is [CH3:11][C@@H:12]1[NH:13][CH2:14][CH2:15][N:16]([C:2]2[CH:7]=[CH:6][CH:5]=[CH:4][C:3]=2[N+:8]([O-:10])=[O:9])[CH2:17]1. The yield is 0.800. (2) The reactants are [C:1]([C:3](=[CH:13]OCC)[C:4]([NH:6][CH:7]1[CH2:12][CH2:11][CH2:10][CH2:9][CH2:8]1)=[O:5])#[N:2].Cl.[NH:18]([C:20]1[CH:21]=[C:22]([CH:27]=[CH:28][CH:29]=1)[C:23]([O:25][CH3:26])=[O:24])[NH2:19].CCN(C(C)C)C(C)C.CCOCC. The catalyst is C(O)C. The product is [NH2:2][C:1]1[N:18]([C:20]2[CH:21]=[C:22]([CH:27]=[CH:28][CH:29]=2)[C:23]([O:25][CH3:26])=[O:24])[N:19]=[CH:13][C:3]=1[C:4](=[O:5])[NH:6][CH:7]1[CH2:12][CH2:11][CH2:10][CH2:9][CH2:8]1. The yield is 0.470. (3) The reactants are Cl[C:2]1[CH:7]=[C:6]([CH2:8][CH3:9])[N:5]=[C:4]([C:10]2[CH:15]=[CH:14][CH:13]=[C:12]([Cl:16])[CH:11]=2)[N:3]=1.[NH2:17][C:18]1[O:19][C:20]([CH2:23][C:24]([O:26][CH3:27])=[O:25])=[CH:21][N:22]=1.C1C=CC(P(C2C(C3C(P(C4C=CC=CC=4)C4C=CC=CC=4)=CC=C4C=3C=CC=C4)=C3C(C=CC=C3)=CC=2)C2C=CC=CC=2)=CC=1.C(=O)([O-])[O-].[Cs+].[Cs+]. The catalyst is O1CCOCC1.C([O-])(=O)C.[Pd+2].C([O-])(=O)C. The product is [Cl:16][C:12]1[CH:11]=[C:10]([C:4]2[N:3]=[C:2]([NH:17][C:18]3[O:19][C:20]([CH2:23][C:24]([O:26][CH3:27])=[O:25])=[CH:21][N:22]=3)[CH:7]=[C:6]([CH2:8][CH3:9])[N:5]=2)[CH:15]=[CH:14][CH:13]=1. The yield is 0.340. (4) The reactants are [C:1]([O:5][C:6]([N:8]1[CH2:13][CH2:12][CH:11]([C:14]2[N:18]=[C:17]([NH:19][C:20]3[CH:25]=[C:24]([O:26][C:27]4[C:28]([CH3:39])=[N:29][CH:30]=[C:31]([C:37]=4[CH3:38])[C:32](OCC)=[O:33])[C:23]([Br:40])=[CH:22][N:21]=3)[S:16][N:15]=2)[CH2:10][CH2:9]1)=[O:7])([CH3:4])([CH3:3])[CH3:2].[OH-].[Na+].[CH3:43][N:44]([CH3:48])[CH2:45][CH2:46][NH2:47].Cl.CN(C)CCCN=C=NCC.C1C=CC2N(O)N=NC=2C=1. The catalyst is CCO.CN(C=O)C.O. The product is [CH3:43][N:44]([CH3:48])[CH2:45][CH2:46][NH:47][C:32]([C:31]1[C:37]([CH3:38])=[C:27]([O:26][C:24]2[C:23]([Br:40])=[CH:22][N:21]=[C:20]([NH:19][C:17]3[S:16][N:15]=[C:14]([CH:11]4[CH2:10][CH2:9][N:8]([C:6]([O:5][C:1]([CH3:4])([CH3:2])[CH3:3])=[O:7])[CH2:13][CH2:12]4)[N:18]=3)[CH:25]=2)[C:28]([CH3:39])=[N:29][CH:30]=1)=[O:33]. The yield is 0.560. (5) The reactants are [C:1]([O:5][C:6]([N:8]1[CH2:13][CH2:12][CH:11]([N:14]2[C:18]3=[N:19][CH:20]=[N:21][C:22](Cl)=[C:17]3[CH:16]=[N:15]2)[CH2:10][CH2:9]1)=[O:7])([CH3:4])([CH3:3])[CH3:2].[CH3:24][C:25]1[C:30]([OH:31])=[CH:29][CH:28]=[C:27]([CH3:32])[N:26]=1.C(=O)([O-])[O-].[K+].[K+]. The catalyst is CN(C)C=O. The product is [C:1]([O:5][C:6]([N:8]1[CH2:13][CH2:12][CH:11]([N:14]2[C:18]3=[N:19][CH:20]=[N:21][C:22]([O:31][C:30]4[C:25]([CH3:24])=[N:26][C:27]([CH3:32])=[CH:28][CH:29]=4)=[C:17]3[CH:16]=[N:15]2)[CH2:10][CH2:9]1)=[O:7])([CH3:4])([CH3:3])[CH3:2]. The yield is 0.650. (6) The reactants are [CH3:1][O:2][C:3]([C:5]1[C:13]([NH:14][C:15]2[CH:20]=[CH:19][CH:18]=[CH:17][CH:16]=2)=[C:12]([F:21])[C:8]2[N:9]=[CH:10][NH:11][C:7]=2[CH:6]=1)=[O:4].[Br:22]N1C(=O)CCC1=O. The catalyst is CN(C)C=O. The product is [CH3:1][O:2][C:3]([C:5]1[C:13]([NH:14][C:15]2[CH:16]=[CH:17][C:18]([Br:22])=[CH:19][CH:20]=2)=[C:12]([F:21])[C:8]2[N:9]=[CH:10][NH:11][C:7]=2[CH:6]=1)=[O:4]. The yield is 1.00. (7) The reactants are [C:1]1([O:7][P:8]([CH2:17][C:18]([CH3:41])=[CH:19][CH2:20][C:21]2[C:22]([O:34][CH2:35][CH2:36][Si:37]([CH3:40])([CH3:39])[CH3:38])=[C:23]3[C:27](=[C:28]([CH3:32])[C:29]=2[O:30][CH3:31])[CH2:26][O:25][C:24]3=[O:33])(=[O:16])[O:9]C2C=CC=CC=2)[CH:6]=[CH:5][CH:4]=[CH:3][CH:2]=1.[OH-].[Na+].CCOC(C)=O. The catalyst is C1COCC1. The product is [C:1]1([O:7][P:8]([CH2:17][C:18]([CH3:41])=[CH:19][CH2:20][C:21]2[C:22]([O:34][CH2:35][CH2:36][Si:37]([CH3:40])([CH3:38])[CH3:39])=[C:23]3[C:27](=[C:28]([CH3:32])[C:29]=2[O:30][CH3:31])[CH2:26][O:25][C:24]3=[O:33])(=[O:9])[OH:16])[CH:2]=[CH:3][CH:4]=[CH:5][CH:6]=1. The yield is 0.380. (8) The reactants are COC1C=CC(C[N:8](CC2C=CC(OC)=CC=2)[C:9]2[N:14]=[C:13]([C:15]3[C:16]([NH:32][C:33]4[CH:34]=[N:35][C:36]([O:39][CH3:40])=[CH:37][CH:38]=4)=[N:17][CH:18]=[C:19]([CH2:21][CH:22]4[CH2:27][CH2:26][N:25]([S:28]([CH3:31])(=[O:30])=[O:29])[CH2:24][CH2:23]4)[CH:20]=3)[N:12]=[C:11]([CH3:41])[N:10]=2)=CC=1.C(O)(C(F)(F)F)=O. The catalyst is CS(O)(=O)=O. The product is [CH3:40][O:39][C:36]1[N:35]=[CH:34][C:33]([NH:32][C:16]2[C:15]([C:13]3[N:12]=[C:11]([CH3:41])[N:10]=[C:9]([NH2:8])[N:14]=3)=[CH:20][C:19]([CH2:21][CH:22]3[CH2:27][CH2:26][N:25]([S:28]([CH3:31])(=[O:30])=[O:29])[CH2:24][CH2:23]3)=[CH:18][N:17]=2)=[CH:38][CH:37]=1. The yield is 0.685. (9) The reactants are [CH3:1][O:2][C:3]1[CH:4]=[C:5]([N:12]2[CH2:17][CH2:16][N:15]([CH2:18][CH2:19][S:20]([CH3:23])(=[O:22])=[O:21])[CH2:14][CH2:13]2)[CH:6]=[CH:7][C:8]=1[N+:9]([O-])=O. The catalyst is CCOC(C)=O.CO. The product is [CH3:1][O:2][C:3]1[CH:4]=[C:5]([N:12]2[CH2:17][CH2:16][N:15]([CH2:18][CH2:19][S:20]([CH3:23])(=[O:21])=[O:22])[CH2:14][CH2:13]2)[CH:6]=[CH:7][C:8]=1[NH2:9]. The yield is 0.890.